This data is from Retrosynthesis with 50K atom-mapped reactions and 10 reaction types from USPTO. The task is: Predict the reactants needed to synthesize the given product. (1) Given the product CC(=O)c1cc(Nc2ncc(Cl)c(Nc3ccccc3S(=O)(=O)C(C)C)n2)c(OC(C)C)cc1C, predict the reactants needed to synthesize it. The reactants are: Cc1cc(OC(C)C)c(Nc2ncc(Cl)c(Nc3ccccc3S(=O)(=O)C(C)C)n2)cc1C1(C)OCCO1. (2) The reactants are: CN(C)C(=O)Cn1ccc2c(Cl)nc(S(=O)(=O)c3ccc(F)cc3)nc21.Nc1cc[nH]n1. Given the product CN(C)C(=O)Cn1ccc2c(Nc3cc[nH]n3)nc(S(=O)(=O)c3ccc(F)cc3)nc21, predict the reactants needed to synthesize it. (3) Given the product COc1ccccc1OCCCc1nc(-c2ccc(Cl)cc2)co1, predict the reactants needed to synthesize it. The reactants are: COc1ccccc1O.Clc1ccc(-c2coc(CCCI)n2)cc1. (4) Given the product CCOC(=O)Nc1ccc(CNc2ccc(Cl)cc2)cc1, predict the reactants needed to synthesize it. The reactants are: CCOC(=O)Nc1ccc(C=O)cc1.Nc1ccc(Cl)cc1. (5) Given the product c1ccc2c(c1)c1ccccc1n2-c1ccc2[nH]c3ccc(-n4c5ccccc5c5ccccc54)cc3c2c1, predict the reactants needed to synthesize it. The reactants are: c1ccc(Cn2c3ccc(-n4c5ccccc5c5ccccc54)cc3c3cc(-n4c5ccccc5c5ccccc54)ccc32)cc1. (6) Given the product COc1ccc(-c2ccc3c(c2)COC3=O)c(OCc2ccc(S(C)(=O)=O)cc2)c1OC(F)F, predict the reactants needed to synthesize it. The reactants are: COc1ccc(-c2ccc3c(c2)COC3=O)c(O)c1OC(F)F.CS(=O)(=O)c1ccc(CBr)cc1. (7) Given the product O=C(O)COc1ccc(C(=CC(=O)NCc2cccnc2)c2ccccc2)cc1, predict the reactants needed to synthesize it. The reactants are: CCOC(=O)COc1ccc(C(=CC(=O)NCc2cccnc2)c2ccccc2)cc1. (8) Given the product CC(=O)Nc1ccc(-c2cc3c(s2)-c2ncccc2OCC3)cn1, predict the reactants needed to synthesize it. The reactants are: CC(=O)OC(C)=O.Nc1ccc(-c2cc3c(s2)-c2ncccc2OCC3)cn1. (9) Given the product Cc1cc(C2CC2)cc(C)c1Oc1nc(Cl)nc2cc[nH]c12, predict the reactants needed to synthesize it. The reactants are: Cc1cc(C2CC2)cc(C)c1O.Clc1nc(Cl)c2[nH]ccc2n1.